This data is from Peptide-MHC class I binding affinity with 185,985 pairs from IEDB/IMGT. The task is: Regression. Given a peptide amino acid sequence and an MHC pseudo amino acid sequence, predict their binding affinity value. This is MHC class I binding data. (1) The peptide sequence is SKFWYLEHAK. The MHC is HLA-A31:01 with pseudo-sequence HLA-A31:01. The binding affinity (normalized) is 0.361. (2) The peptide sequence is SVFHEHIFK. The MHC is HLA-A31:01 with pseudo-sequence HLA-A31:01. The binding affinity (normalized) is 0.655. (3) The peptide sequence is LAYYNSCMLT. The MHC is HLA-A68:02 with pseudo-sequence HLA-A68:02. The binding affinity (normalized) is 0.853. (4) The peptide sequence is FRFEVKKRD. The MHC is HLA-A68:02 with pseudo-sequence HLA-A68:02. The binding affinity (normalized) is 0.0271. (5) The peptide sequence is YIITCCLFA. The MHC is HLA-A02:11 with pseudo-sequence HLA-A02:11. The binding affinity (normalized) is 0.0847.